From a dataset of Full USPTO retrosynthesis dataset with 1.9M reactions from patents (1976-2016). Predict the reactants needed to synthesize the given product. (1) Given the product [C:1]([O:9][CH2:10][C@@H:11]1[C@@H:15]([O:16][C:17](=[O:24])[C:18]2[CH:23]=[CH:22][CH:21]=[CH:20][CH:19]=2)[C@:14]([F:26])([CH3:25])[C@@H:13]([Cl:54])[O:12]1)(=[O:8])[C:2]1[CH:7]=[CH:6][CH:5]=[CH:4][CH:3]=1, predict the reactants needed to synthesize it. The reactants are: [C:1]([O:9][CH2:10][C@@H:11]1[C@@H:15]([O:16][C:17](=[O:24])[C:18]2[CH:23]=[CH:22][CH:21]=[CH:20][CH:19]=2)[C@:14]([F:26])([CH3:25])[C@H:13](O)[O:12]1)(=[O:8])[C:2]1[CH:7]=[CH:6][CH:5]=[CH:4][CH:3]=1.C1C=CC(P(C2C=CC=CC=2)C2C=CC=CC=2)=CC=1.C1C(=O)N([Cl:54])C(=O)C1. (2) Given the product [CH3:10][C@H:9]([NH:11][C:16](=[O:17])[C:15]1[CH:19]=[CH:20][CH:21]=[CH:22][C:14]=1[C:13]([F:12])([F:23])[F:24])[CH2:8][S:7][CH3:6], predict the reactants needed to synthesize it. The reactants are: C1COCC1.[CH3:6][S:7][CH2:8][C@@H:9]([NH2:11])[CH3:10].[F:12][C:13]([F:24])([F:23])[C:14]1[CH:22]=[CH:21][CH:20]=[CH:19][C:15]=1[C:16](Cl)=[O:17].Cl.